This data is from Full USPTO retrosynthesis dataset with 1.9M reactions from patents (1976-2016). The task is: Predict the reactants needed to synthesize the given product. (1) Given the product [F:24][C:20]1[CH:21]=[CH:22][CH:23]=[C:2]([F:1])[C:3]=1[CH2:4][O:5][C:6]1[C:7]2[N:8]([C:13]([C:17]([NH:36][C:33]3([C:28]4[CH:29]=[CH:30][C:31]([F:32])=[C:26]([F:25])[CH:27]=4)[CH2:34][CH2:35]3)=[O:19])=[C:14]([CH3:16])[N:15]=2)[CH:9]=[C:10]([CH3:12])[N:11]=1, predict the reactants needed to synthesize it. The reactants are: [F:1][C:2]1[CH:23]=[CH:22][CH:21]=[C:20]([F:24])[C:3]=1[CH2:4][O:5][C:6]1[C:7]2[N:8]([C:13]([C:17]([OH:19])=O)=[C:14]([CH3:16])[N:15]=2)[CH:9]=[C:10]([CH3:12])[N:11]=1.[F:25][C:26]1[CH:27]=[C:28]([C:33]2([NH2:36])[CH2:35][CH2:34]2)[CH:29]=[CH:30][C:31]=1[F:32].C(N(CC)C(C)C)(C)C.CN(C(ON1N=NC2C=CC=NC1=2)=[N+](C)C)C.F[P-](F)(F)(F)(F)F. (2) Given the product [F:29][C:30]1[CH:31]=[C:32]([NH:36][C:2]2[C:11]3[C:6](=[C:7]([CH3:16])[CH:8]=[C:9]([S:12]([CH3:15])(=[O:14])=[O:13])[CH:10]=3)[N:5]=[N:4][C:3]=2[C:17]([NH2:19])=[O:18])[CH:33]=[N:34][CH:35]=1, predict the reactants needed to synthesize it. The reactants are: Cl[C:2]1[C:11]2[C:6](=[C:7]([CH3:16])[CH:8]=[C:9]([S:12]([CH3:15])(=[O:14])=[O:13])[CH:10]=2)[N:5]=[N:4][C:3]=1[C:17]([NH2:19])=[O:18].Cl.N1C=CC=CC=1.Cl.Cl.[F:29][C:30]1[CH:31]=[C:32]([NH2:36])[CH:33]=[N:34][CH:35]=1. (3) The reactants are: C(OC([N:8]1[CH2:13][CH2:12][CH:11]([CH2:14][O:15][C:16]2[CH:21]=[CH:20][C:19]([C:22]3[N:45](COCC[Si](C)(C)C)[C:25]4[N:26]=[CH:27][N:28]=[C:29]([O:30][C:31]5[CH:36]=[CH:35][C:34]([NH:37][C:38]([NH:40][CH:41]6[CH2:43][CH2:42]6)=[O:39])=[C:33]([Cl:44])[CH:32]=5)[C:24]=4[CH:23]=3)=[CH:18][CH:17]=2)[CH2:10][CH2:9]1)=O)(C)(C)C. Given the product [Cl:44][C:33]1[CH:32]=[C:31]([O:30][C:29]2[C:24]3[CH:23]=[C:22]([C:19]4[CH:20]=[CH:21][C:16]([O:15][CH2:14][CH:11]5[CH2:12][CH2:13][NH:8][CH2:9][CH2:10]5)=[CH:17][CH:18]=4)[NH:45][C:25]=3[N:26]=[CH:27][N:28]=2)[CH:36]=[CH:35][C:34]=1[NH:37][C:38]([NH:40][CH:41]1[CH2:42][CH2:43]1)=[O:39], predict the reactants needed to synthesize it. (4) Given the product [Cl:26][C:25]1[C:24]([O:27][CH3:28])=[CH:23][C:22]([O:29][CH3:30])=[C:21]([Cl:31])[C:20]=1[C:10]1[C:9](=[O:32])[N:8]([CH2:7][CH2:6][C:5]2[CH:4]=[CH:3][C:2]([NH:1][C:40](=[O:41])/[CH:39]=[CH:38]/[CH2:37][N:36]([CH3:43])[CH3:35])=[CH:34][CH:33]=2)[C:13]2[N:14]=[C:15]([NH:18][CH3:19])[N:16]=[CH:17][C:12]=2[CH:11]=1, predict the reactants needed to synthesize it. The reactants are: [NH2:1][C:2]1[CH:34]=[CH:33][C:5]([CH2:6][CH2:7][N:8]2[C:13]3[N:14]=[C:15]([NH:18][CH3:19])[N:16]=[CH:17][C:12]=3[CH:11]=[C:10]([C:20]3[C:25]([Cl:26])=[C:24]([O:27][CH3:28])[CH:23]=[C:22]([O:29][CH3:30])[C:21]=3[Cl:31])[C:9]2=[O:32])=[CH:4][CH:3]=1.[CH3:35][N:36]([CH3:43])[CH2:37]/[CH:38]=[CH:39]/[C:40](Cl)=[O:41].O.